From a dataset of Forward reaction prediction with 1.9M reactions from USPTO patents (1976-2016). Predict the product of the given reaction. Given the reactants [CH2:1]([S:3]([C:6]1[CH:7]=[C:8]([C:12]2[CH:20]=[C:19]([NH2:21])[C:18]([O:22][CH3:23])=[C:17]3[C:13]=2[C:14]2[CH:27]=[C:26]([CH3:28])[CH:25]=[N:24][C:15]=2[NH:16]3)[CH:9]=[CH:10][CH:11]=1)(=[O:5])=[O:4])[CH3:2].[CH3:29][N:30]([CH3:36])[CH2:31][CH2:32][C:33](Cl)=[O:34], predict the reaction product. The product is: [CH3:29][N:30]([CH3:36])[CH2:31][CH2:32][C:33]([NH:21][C:19]1[C:18]([O:22][CH3:23])=[C:17]2[C:13]([C:14]3[CH:27]=[C:26]([CH3:28])[CH:25]=[N:24][C:15]=3[NH:16]2)=[C:12]([C:8]2[CH:9]=[CH:10][CH:11]=[C:6]([S:3]([CH2:1][CH3:2])(=[O:5])=[O:4])[CH:7]=2)[CH:20]=1)=[O:34].